Dataset: Reaction yield outcomes from USPTO patents with 853,638 reactions. Task: Predict the reaction yield, written as a fraction of the theoretical maximum amount of product (1.0 means a 100% yield; for example, 0.34 means a 34% yield). (1) The reactants are [Br:1][C:2]1[CH:8]=[CH:7][C:5]([NH2:6])=[C:4]([CH3:9])[CH:3]=1.C(OC(=O)C)(=O)C.[N+:17]([O-])([OH:19])=[O:18].O. The catalyst is C(OCC)(=O)C. The product is [Br:1][C:2]1[CH:3]=[C:4]([CH3:9])[C:5]([NH2:6])=[C:7]([N+:17]([O-:19])=[O:18])[CH:8]=1. The yield is 0.350. (2) The reactants are [Br:1][C:2]1[CH:3]=[C:4]2[C:9](=[CH:10][CH:11]=1)[N:8]=[C:7](Cl)[CH:6]=[N:5]2.CC1(C)C(C)(C)OB([C:21]2[CH:22]=[CH:23][C:24]3[N:28]=[C:27]([C@@H:29]4[CH2:34][C@@H:33]5[C@@H:31]([CH2:32]5)[N:30]4[C:35]([O:37][C:38]([CH3:41])([CH3:40])[CH3:39])=[O:36])[NH:26][C:25]=3[CH:42]=2)O1.C(=O)(O)[O-].[Na+]. The catalyst is O1CCOCC1.O.CO.C1C=CC([P]([Pd]([P](C2C=CC=CC=2)(C2C=CC=CC=2)C2C=CC=CC=2)([P](C2C=CC=CC=2)(C2C=CC=CC=2)C2C=CC=CC=2)[P](C2C=CC=CC=2)(C2C=CC=CC=2)C2C=CC=CC=2)(C2C=CC=CC=2)C2C=CC=CC=2)=CC=1. The product is [Br:1][C:2]1[CH:3]=[C:4]2[C:9](=[CH:10][CH:11]=1)[N:8]=[C:7]([C:22]1[CH:21]=[CH:42][C:25]3[N:26]=[C:27]([C@@H:29]4[CH2:34][C@@H:33]5[C@@H:31]([CH2:32]5)[N:30]4[C:35]([O:37][C:38]([CH3:40])([CH3:39])[CH3:41])=[O:36])[NH:28][C:24]=3[CH:23]=1)[CH:6]=[N:5]2. The yield is 0.820.